Dataset: Catalyst prediction with 721,799 reactions and 888 catalyst types from USPTO. Task: Predict which catalyst facilitates the given reaction. (1) Reactant: N(C(C)C)C(C)C.[Li]CCCC.[Cl:13][C:14]1[N:19]=[C:18]([F:20])[C:17]([O:21][CH2:22][O:23][CH3:24])=[CH:16][CH:15]=1.[Br:25][C:26]1[CH:27]=[CH:28][C:29]([F:34])=[C:30]([CH:33]=1)[CH:31]=[O:32]. Product: [Br:25][C:26]1[CH:27]=[CH:28][C:29]([F:34])=[C:30]([CH:31]([C:16]2[CH:15]=[C:14]([Cl:13])[N:19]=[C:18]([F:20])[C:17]=2[O:21][CH2:22][O:23][CH3:24])[OH:32])[CH:33]=1. The catalyst class is: 1. (2) Reactant: [Cl-].[CH3:2][O:3][CH2:4][P+](C1C=CC=CC=1)(C1C=CC=CC=1)C1C=CC=CC=1.CC(C)([O-])C.[K+].[F:30][C:31]([F:53])([F:52])[C:32]([NH:34][C@H:35]1[C:41](=O)[CH2:40][CH2:39][N:38]([C:43]2[N:44]([CH3:51])[N:45]=[CH:46][C:47]=2[N+:48]([O-:50])=[O:49])[CH2:37][CH2:36]1)=[O:33]. Product: [F:30][C:31]([F:53])([F:52])[C:32]([NH:34][C@H:35]1[C:41](=[CH:2][O:3][CH3:4])[CH2:40][CH2:39][N:38]([C:43]2[N:44]([CH3:51])[N:45]=[CH:46][C:47]=2[N+:48]([O-:50])=[O:49])[CH2:37][CH2:36]1)=[O:33]. The catalyst class is: 385. (3) Reactant: [NH2:1][C:2]1[N:7]([C:8]2[C:13]([F:14])=[CH:12][C:11]([OH:15])=[CH:10][C:9]=2[F:16])[C:6](=[O:17])[CH:5]=[CH:4][C:3]=1[C:18](=[O:27])[C:19]1[CH:24]=[CH:23][C:22]([F:25])=[CH:21][C:20]=1[F:26].Cl.Cl[CH2:30][CH2:31][N:32]1[CH2:37][CH2:36][O:35][CH2:34][CH2:33]1.C(=O)([O-])[O-].[K+].[K+].[I-].[K+]. Product: [NH2:1][C:2]1[N:7]([C:8]2[C:9]([F:16])=[CH:10][C:11]([O:15][CH2:30][CH2:31][N:32]3[CH2:37][CH2:36][O:35][CH2:34][CH2:33]3)=[CH:12][C:13]=2[F:14])[C:6](=[O:17])[CH:5]=[CH:4][C:3]=1[C:18](=[O:27])[C:19]1[CH:24]=[CH:23][C:22]([F:25])=[CH:21][C:20]=1[F:26]. The catalyst class is: 21.